From a dataset of Peptide-MHC class II binding affinity with 134,281 pairs from IEDB. Regression. Given a peptide amino acid sequence and an MHC pseudo amino acid sequence, predict their binding affinity value. This is MHC class II binding data. (1) The MHC is DRB1_1501 with pseudo-sequence DRB1_1501. The peptide sequence is DKRHDGGCRKELAAV. The binding affinity (normalized) is 0.0550. (2) The binding affinity (normalized) is 0.441. The peptide sequence is SPLTASKLTYENVKM. The MHC is DRB1_1201 with pseudo-sequence DRB1_1201.